Dataset: Merck oncology drug combination screen with 23,052 pairs across 39 cell lines. Task: Regression. Given two drug SMILES strings and cell line genomic features, predict the synergy score measuring deviation from expected non-interaction effect. (1) Drug 1: COc1cc(C2c3cc4c(cc3C(OC3OC5COC(C)OC5C(O)C3O)C3COC(=O)C23)OCO4)cc(OC)c1O. Drug 2: Cn1c(=O)n(-c2ccc(C(C)(C)C#N)cc2)c2c3cc(-c4cnc5ccccc5c4)ccc3ncc21. Cell line: OV90. Synergy scores: synergy=15.1. (2) Drug 1: N.N.O=C(O)C1(C(=O)O)CCC1.[Pt]. Drug 2: O=C(O)C1(Cc2cccc(Nc3nccs3)n2)CCC(Oc2cccc(Cl)c2F)CC1. Cell line: VCAP. Synergy scores: synergy=2.10. (3) Synergy scores: synergy=-0.460. Drug 2: CC1(c2nc3c(C(N)=O)cccc3[nH]2)CCCN1. Cell line: HT144. Drug 1: CS(=O)(=O)CCNCc1ccc(-c2ccc3ncnc(Nc4ccc(OCc5cccc(F)c5)c(Cl)c4)c3c2)o1. (4) Cell line: PA1. Synergy scores: synergy=14.1. Drug 2: CNC(=O)c1cc(Oc2ccc(NC(=O)Nc3ccc(Cl)c(C(F)(F)F)c3)cc2)ccn1. Drug 1: COC1=C2CC(C)CC(OC)C(O)C(C)C=C(C)C(OC(N)=O)C(OC)C=CC=C(C)C(=O)NC(=CC1=O)C2=O.